Task: Binary Classification. Given a drug SMILES string, predict its activity (active/inactive) in a high-throughput screening assay against a specified biological target.. Dataset: HIV replication inhibition screening data with 41,000+ compounds from the AIDS Antiviral Screen (1) The molecule is CNc1cc(Cl)ccc1S(=O)(=O)c1ccccc1[N+](=O)[O-]. The result is 1 (active). (2) The compound is Cl.NCCNCCNCc1c2ccccc2c(CNCCNCCN)c2ccccc12. The result is 1 (active). (3) The result is 0 (inactive). The molecule is N=C(N)NS(=O)(=O)c1ccc(NCc2c3ccccc3[n+]([O-])c3ccccc23)cc1. (4) The molecule is COc1cc(C=C(C)[N+](=O)[O-])cc(OC)c1. The result is 0 (inactive). (5) The compound is CC(C)c1c(O[Si](C(C)C)(C(C)C)C(C)C)c2c3c(ccc4c3c1OC4(C)C)C(C)CC2. The result is 0 (inactive). (6) The molecule is O=C(c1ccccc1)N(CCCCNC(=O)C(F)(F)F)CCCNC(=O)C(F)(F)F. The result is 0 (inactive). (7) The molecule is CC1(Br)C(=O)C(O)=C(Br)C1=O. The result is 0 (inactive). (8) The molecule is COC(=O)C1CSC(=S)N1C(=O)CC1CC=CCC1CC(=O)Sc1ccccc1. The result is 0 (inactive).